From a dataset of Peptide-MHC class I binding affinity with 185,985 pairs from IEDB/IMGT. Regression. Given a peptide amino acid sequence and an MHC pseudo amino acid sequence, predict their binding affinity value. This is MHC class I binding data. The binding affinity (normalized) is 0.207. The peptide sequence is PLYIDISDV. The MHC is HLA-A02:01 with pseudo-sequence HLA-A02:01.